From a dataset of Peptide-MHC class II binding affinity with 134,281 pairs from IEDB. Regression. Given a peptide amino acid sequence and an MHC pseudo amino acid sequence, predict their binding affinity value. This is MHC class II binding data. (1) The peptide sequence is WLDAKSTWYGKPTGA. The MHC is HLA-DQA10104-DQB10503 with pseudo-sequence HLA-DQA10104-DQB10503. The binding affinity (normalized) is 0.109. (2) The peptide sequence is DVKFPGGRQIVGGVY. The MHC is HLA-DQA10501-DQB10301 with pseudo-sequence HLA-DQA10501-DQB10301. The binding affinity (normalized) is 0.518. (3) The peptide sequence is PSWASVKEDLVAYGG. The MHC is HLA-DQA10103-DQB10603 with pseudo-sequence HLA-DQA10103-DQB10603. The binding affinity (normalized) is 0.165. (4) The peptide sequence is LMSSLHLKRYYGRIL. The MHC is DRB1_0701 with pseudo-sequence DRB1_0701. The binding affinity (normalized) is 0.478. (5) The peptide sequence is DPDSRGEYSWAVAQGVKQ. The MHC is H-2-IAb with pseudo-sequence H-2-IAb. The binding affinity (normalized) is 0. (6) The peptide sequence is GRIGRNPSQVGDEYCY. The MHC is DRB3_0101 with pseudo-sequence DRB3_0101. The binding affinity (normalized) is 0. (7) The peptide sequence is KIPKKASEGAVDIIN. The MHC is DRB1_1201 with pseudo-sequence DRB1_1201. The binding affinity (normalized) is 0.208.